The task is: Predict the reactants needed to synthesize the given product.. This data is from Full USPTO retrosynthesis dataset with 1.9M reactions from patents (1976-2016). (1) Given the product [CH2:14]([C:7]1[S:8][C:4]2[CH:3]=[C:2]([Br:1])[CH:12]=[CH:11][C:5]=2[N:6]=1)[C:15]1[CH:20]=[CH:19][CH:18]=[CH:17][CH:16]=1, predict the reactants needed to synthesize it. The reactants are: [Br:1][C:2]1[CH:12]=[CH:11][C:5]2[N:6]=[C:7](SC)[S:8][C:4]=2[CH:3]=1.[Br-].[CH2:14]([Zn+])[C:15]1[CH:20]=[CH:19][CH:18]=[CH:17][CH:16]=1. (2) Given the product [CH3:34][N:9]([CH3:8])[C:10]([C:12]1[N:17]=[C:16]2[C:18]([CH3:22])=[C:19]([CH3:21])[NH:20][C:15]2=[C:14]([NH:24][CH2:25][C:26]2[C:31]([CH3:32])=[CH:30][CH:29]=[CH:28][C:27]=2[CH3:33])[CH:13]=1)=[O:11], predict the reactants needed to synthesize it. The reactants are: C([SiH](CC)CC)C.[CH3:8][N:9]([CH3:34])[C:10]([C:12]1[N:17]=[C:16]2[C:18]([CH2:22]O)=[C:19]([CH3:21])[NH:20][C:15]2=[C:14]([NH:24][CH2:25][C:26]2[C:31]([CH3:32])=[CH:30][CH:29]=[CH:28][C:27]=2[CH3:33])[CH:13]=1)=[O:11].[OH-].[Na+]. (3) The reactants are: [Cl:1][C:2]1[N:10]=[C:9]2[C:5]([N:6]=[CH:7][N:8]2[C@@H:11]2[CH2:15][C@H:14]([N:16]3[N:20]=[N:19][C:18]([CH2:21][CH3:22])=[N:17]3)[CH:13]=[CH:12]2)=[C:4](Cl)[N:3]=1.C(NC(C)C)(C)C.[C:31]1([CH:37]([C:40]2[CH:45]=[CH:44][CH:43]=[CH:42][CH:41]=2)[CH2:38][NH2:39])[CH:36]=[CH:35][CH:34]=[CH:33][CH:32]=1. Given the product [Cl:1][C:2]1[N:10]=[C:9]2[C:5]([N:6]=[CH:7][N:8]2[C@@H:11]2[CH2:15][C@H:14]([N:16]3[N:20]=[N:19][C:18]([CH2:21][CH3:22])=[N:17]3)[CH:13]=[CH:12]2)=[C:4]([NH:39][CH2:38][CH:37]([C:31]2[CH:36]=[CH:35][CH:34]=[CH:33][CH:32]=2)[C:40]2[CH:45]=[CH:44][CH:43]=[CH:42][CH:41]=2)[N:3]=1, predict the reactants needed to synthesize it. (4) Given the product [CH3:35][O:34][C:31]1[CH:30]=[CH:29][C:28]([O:27][C:16]2[CH:17]=[C:18]([C:21]3[NH:25][C:24](=[O:26])[O:23][N:22]=3)[CH:19]=[CH:20][C:15]=2[NH:14][CH2:13][C@@H:9]2[CH2:10][CH2:11][CH2:12][NH:8]2)=[CH:33][CH:32]=1, predict the reactants needed to synthesize it. The reactants are: C(OC([N:8]1[CH2:12][CH2:11][CH2:10][C@H:9]1[CH2:13][NH:14][C:15]1[CH:20]=[CH:19][C:18]([C:21]2[NH:25][C:24](=[O:26])[O:23][N:22]=2)=[CH:17][C:16]=1[O:27][C:28]1[CH:33]=[CH:32][C:31]([O:34][CH3:35])=[CH:30][CH:29]=1)=O)(C)(C)C.C(O)(C(F)(F)F)=O.